The task is: Regression. Given two drug SMILES strings and cell line genomic features, predict the synergy score measuring deviation from expected non-interaction effect.. This data is from NCI-60 drug combinations with 297,098 pairs across 59 cell lines. Drug 1: C(CC(=O)O)C(=O)CN.Cl. Drug 2: CCC1(C2=C(COC1=O)C(=O)N3CC4=CC5=C(C=CC(=C5CN(C)C)O)N=C4C3=C2)O.Cl. Cell line: CCRF-CEM. Synergy scores: CSS=61.6, Synergy_ZIP=6.21, Synergy_Bliss=7.69, Synergy_Loewe=-24.2, Synergy_HSA=7.00.